Task: Predict which catalyst facilitates the given reaction.. Dataset: Catalyst prediction with 721,799 reactions and 888 catalyst types from USPTO (1) Reactant: [N+:1]([C:4]1[CH:9]=[CH:8][CH:7]=[CH:6][C:5]=1[NH:10][CH2:11][C:12]([F:15])([F:14])[F:13])([O-])=O.C([O-])=O.[NH4+]. Product: [F:13][C:12]([F:14])([F:15])[CH2:11][NH:10][C:5]1[C:4]([NH2:1])=[CH:9][CH:8]=[CH:7][CH:6]=1. The catalyst class is: 36. (2) Reactant: C([N:3]([CH2:6]C)CC)C.[C:8]([OH:12])([CH3:11])([CH3:10])[CH3:9].C1C=CC(P(N=[N+]=[N-])(C2C=CC=CC=2)=[O:20])=CC=1.[F:30][C:31]1[C:32]([O:40][CH3:41])=[N:33][CH:34]=[C:35]([CH:39]=1)C(O)=O. Product: [F:30][C:31]1[CH:39]=[C:35]([NH:3][C:6](=[O:20])[O:12][C:8]([CH3:11])([CH3:10])[CH3:9])[CH:34]=[N:33][C:32]=1[O:40][CH3:41]. The catalyst class is: 226.